This data is from NCI-60 drug combinations with 297,098 pairs across 59 cell lines. The task is: Regression. Given two drug SMILES strings and cell line genomic features, predict the synergy score measuring deviation from expected non-interaction effect. (1) Drug 1: CC1=CC=C(C=C1)C2=CC(=NN2C3=CC=C(C=C3)S(=O)(=O)N)C(F)(F)F. Drug 2: C1CN1P(=S)(N2CC2)N3CC3. Cell line: RPMI-8226. Synergy scores: CSS=26.1, Synergy_ZIP=-7.13, Synergy_Bliss=1.60, Synergy_Loewe=-2.45, Synergy_HSA=2.98. (2) Drug 1: C1=CC(=CC=C1CCCC(=O)O)N(CCCl)CCCl. Drug 2: CN(CC1=CN=C2C(=N1)C(=NC(=N2)N)N)C3=CC=C(C=C3)C(=O)NC(CCC(=O)O)C(=O)O. Cell line: K-562. Synergy scores: CSS=57.0, Synergy_ZIP=-6.31, Synergy_Bliss=-5.64, Synergy_Loewe=-9.64, Synergy_HSA=-3.95. (3) Drug 1: C1=C(C(=O)NC(=O)N1)F. Drug 2: CC=C1C(=O)NC(C(=O)OC2CC(=O)NC(C(=O)NC(CSSCCC=C2)C(=O)N1)C(C)C)C(C)C. Cell line: HT29. Synergy scores: CSS=70.6, Synergy_ZIP=-0.0610, Synergy_Bliss=-3.93, Synergy_Loewe=-4.27, Synergy_HSA=-3.47. (4) Drug 2: C1=NNC2=C1C(=O)NC=N2. Cell line: CCRF-CEM. Synergy scores: CSS=38.6, Synergy_ZIP=-0.904, Synergy_Bliss=-1.74, Synergy_Loewe=-1.86, Synergy_HSA=-0.450. Drug 1: C1=NC2=C(N=C(N=C2N1C3C(C(C(O3)CO)O)O)F)N.